Dataset: Forward reaction prediction with 1.9M reactions from USPTO patents (1976-2016). Task: Predict the product of the given reaction. (1) Given the reactants [NH2:1][C:2]1[CH:7]=[CH:6][C:5]([C:8]2[C:16]3[C:15]([NH2:17])=[N:14][CH:13]=[N:12][C:11]=3[N:10]([CH:18]3[CH2:23][CH2:22][O:21][CH2:20][CH2:19]3)[CH:9]=2)=[CH:4][C:3]=1[O:24][CH3:25].N1C=CC=CC=1.[C:32](=O)([O:43][CH2:44][C:45]1[CH:46]=[N:47][CH:48]=[CH:49][CH:50]=1)[O:33]C1C=CC([N+]([O-])=O)=CC=1, predict the reaction product. The product is: [NH2:17][C:15]1[C:16]2[C:8]([C:5]3[CH:6]=[CH:7][C:2]([NH:1][C:32](=[O:33])[O:43][CH2:44][C:45]4[CH:46]=[N:47][CH:48]=[CH:49][CH:50]=4)=[C:3]([O:24][CH3:25])[CH:4]=3)=[CH:9][N:10]([CH:18]3[CH2:19][CH2:20][O:21][CH2:22][CH2:23]3)[C:11]=2[N:12]=[CH:13][N:14]=1. (2) Given the reactants C([O:8][C:9]1[CH:10]=[C:11]([C:20](=[O:26])[CH:21](OCC)O)[C:12]2[O:17][CH2:16][C:15](=[O:18])[NH:14][C:13]=2[CH:19]=1)C1C=CC=CC=1.[CH3:27][O:28][C:29]1[CH:34]=[CH:33][C:32]([C:35]2[N:39]=[C:38]([CH3:40])[N:37]([CH2:41][CH2:42][C:43]([NH2:46])([CH3:45])[CH3:44])[N:36]=2)=[CH:31][CH:30]=1, predict the reaction product. The product is: [OH:8][C:9]1[CH:10]=[C:11]([CH:20]([OH:26])[CH2:21][NH:46][C:43]([CH3:45])([CH3:44])[CH2:42][CH2:41][N:37]2[C:38]([CH3:40])=[N:39][C:35]([C:32]3[CH:31]=[CH:30][C:29]([O:28][CH3:27])=[CH:34][CH:33]=3)=[N:36]2)[C:12]2[O:17][CH2:16][C:15](=[O:18])[NH:14][C:13]=2[CH:19]=1.